This data is from Peptide-MHC class I binding affinity with 185,985 pairs from IEDB/IMGT. The task is: Regression. Given a peptide amino acid sequence and an MHC pseudo amino acid sequence, predict their binding affinity value. This is MHC class I binding data. The peptide sequence is VWLGFIAGL. The MHC is HLA-A29:02 with pseudo-sequence HLA-A29:02. The binding affinity (normalized) is 0.668.